This data is from Reaction yield outcomes from USPTO patents with 853,638 reactions. The task is: Predict the reaction yield, written as a fraction of the theoretical maximum amount of product (1.0 means a 100% yield; for example, 0.34 means a 34% yield). The reactants are [F:1][C:2]1[CH:3]=[C:4]([CH:7]=[C:8]([F:11])[C:9]=1[F:10])[NH:5][CH3:6].Br.Br[CH:14]([C:16]1[CH:17]=[C:18]([C:33]([N:35]([CH3:37])[CH3:36])=[O:34])[CH:19]=[C:20]2[C:25]=1[O:24][C:23]([N:26]1[CH2:31][CH2:30][O:29][CH2:28][CH2:27]1)=[CH:22][C:21]2=[O:32])[CH3:15]. No catalyst specified. The product is [CH3:36][N:35]([CH3:37])[C:33]([C:18]1[CH:19]=[C:20]2[C:25](=[C:16]([CH:14]([N:5]([CH3:6])[C:4]3[CH:7]=[C:8]([F:11])[C:9]([F:10])=[C:2]([F:1])[CH:3]=3)[CH3:15])[CH:17]=1)[O:24][C:23]([N:26]1[CH2:31][CH2:30][O:29][CH2:28][CH2:27]1)=[CH:22][C:21]2=[O:32])=[O:34]. The yield is 0.361.